Regression. Given a peptide amino acid sequence and an MHC pseudo amino acid sequence, predict their binding affinity value. This is MHC class II binding data. From a dataset of Peptide-MHC class II binding affinity with 134,281 pairs from IEDB. (1) The peptide sequence is TRGPSLRTTTVSGKL. The MHC is DRB1_0101 with pseudo-sequence DRB1_0101. The binding affinity (normalized) is 0.273. (2) The peptide sequence is MKSSWGAIWRIDPKK. The MHC is DRB1_1501 with pseudo-sequence DRB1_1501. The binding affinity (normalized) is 0.614. (3) The peptide sequence is KIPGGAMYADDTAGWDT. The binding affinity (normalized) is 0.231. The MHC is DRB5_0101 with pseudo-sequence DRB5_0101. (4) The peptide sequence is GHGCAQPAMERRKHI. The MHC is DRB1_0301 with pseudo-sequence DRB1_0301. The binding affinity (normalized) is 0.162.